From a dataset of Reaction yield outcomes from USPTO patents with 853,638 reactions. Predict the reaction yield, written as a fraction of the theoretical maximum amount of product (1.0 means a 100% yield; for example, 0.34 means a 34% yield). (1) The reactants are [Cl:1][C:2]1[CH:7]=[C:6]([C:8]([F:11])([F:10])[F:9])[CH:5]=[CH:4][C:3]=1[N:12]([CH2:31][CH3:32])[C:13]1[N:14]=[C:15]([C:22]2[C:27]([O:28]C)=[CH:26][CH:25]=[CH:24][C:23]=2[F:30])[C:16]2[NH:21][N:20]=[CH:19][C:17]=2[N:18]=1.BrB(Br)Br.ClCCl.O. The catalyst is ClCCl. The product is [Cl:1][C:2]1[CH:7]=[C:6]([C:8]([F:9])([F:10])[F:11])[CH:5]=[CH:4][C:3]=1[N:12]([CH2:31][CH3:32])[C:13]1[N:14]=[C:15]([C:22]2[C:23]([F:30])=[CH:24][CH:25]=[CH:26][C:27]=2[OH:28])[C:16]2[NH:21][N:20]=[CH:19][C:17]=2[N:18]=1. The yield is 0.790. (2) The reactants are Br[C:2]1[CH:3]=[C:4]([NH2:8])[CH:5]=[N:6][CH:7]=1.[CH3:9][N:10]([CH3:14])[CH2:11][C:12]#[CH:13]. The catalyst is C1C=CC(P(C2C=CC=CC=2)C2C=CC=CC=2)=CC=1.C1C=CC(P(C2C=CC=CC=2)C2C=CC=CC=2)=CC=1.Cl[Pd]Cl.[Cu](I)I. The product is [CH3:9][N:10]([CH3:14])[CH2:11][C:12]#[C:13][C:2]1[CH:3]=[C:4]([NH2:8])[CH:5]=[N:6][CH:7]=1. The yield is 0.540. (3) The reactants are [NH2:1][C:2]1[S:6][N:5]=[C:4]([S:7][CH2:8][C:9]([N:11]([CH3:13])[CH3:12])=[O:10])[N:3]=1.[C:14]([O:18][C:19](O[C:19]([O:18][C:14]([CH3:17])([CH3:16])[CH3:15])=[O:20])=[O:20])([CH3:17])([CH3:16])[CH3:15]. The catalyst is CN(C)C1C=CN=CC=1.C1COCC1. The product is [C:14]([O:18][C:19](=[O:20])[NH:1][C:2]1[S:6][N:5]=[C:4]([S:7][CH2:8][C:9](=[O:10])[N:11]([CH3:13])[CH3:12])[N:3]=1)([CH3:17])([CH3:16])[CH3:15]. The yield is 0.590.